From a dataset of Forward reaction prediction with 1.9M reactions from USPTO patents (1976-2016). Predict the product of the given reaction. (1) Given the reactants [OH:1][CH2:2][C:3]1[C:4]([C:24]2[CH:29]=[CH:28][C:27]([CH3:30])=[CH:26][CH:25]=2)=[C:5]([CH2:15][NH:16][C:17](=[O:23])[O:18][C:19]([CH3:22])([CH3:21])[CH3:20])[C:6]([CH2:10][C:11]([CH3:14])([CH3:13])[CH3:12])=[N:7][C:8]=1[CH3:9].C(N(CC)CC)C.[C:38](Cl)(=[O:40])[CH3:39].C(=O)([O-])O.[Na+], predict the reaction product. The product is: [C:38]([O:1][CH2:2][C:3]1[C:8]([CH3:9])=[N:7][C:6]([CH2:10][C:11]([CH3:12])([CH3:13])[CH3:14])=[C:5]([CH2:15][NH:16][C:17]([O:18][C:19]([CH3:21])([CH3:22])[CH3:20])=[O:23])[C:4]=1[C:24]1[CH:29]=[CH:28][C:27]([CH3:30])=[CH:26][CH:25]=1)(=[O:40])[CH3:39]. (2) Given the reactants [F:1][C:2]1[CH:3]=[N:4][CH:5]=[C:6]([F:28])[C:7]=1[C:8]([NH:10][C:11]1[S:12][C:13]([C:16]2[C:26]([CH3:27])=[CH:25][C:19]3[O:20][C:21]([F:24])([F:23])[O:22][C:18]=3[CH:17]=2)=[CH:14][N:15]=1)=O.Cl.C(OCC)(=O)C, predict the reaction product. The product is: [F:24][C:21]1([F:23])[O:20][C:19]2[CH:25]=[C:26]([CH3:27])[C:16]([C:13]3[S:12][C:11]([NH:10][CH2:8][C:7]4[C:6]([F:28])=[CH:5][N:4]=[CH:3][C:2]=4[F:1])=[N:15][CH:14]=3)=[CH:17][C:18]=2[O:22]1. (3) Given the reactants [C:1](Cl)(Cl)=[O:2].[CH3:5][NH:6][C:7]1[S:8][C:9]([C:12]2[CH:13]=[N:14][CH:15]=[C:16]([F:18])[CH:17]=2)=[N:10][N:11]=1.[CH3:19][S:20][CH2:21][CH2:22][OH:23], predict the reaction product. The product is: [CH3:19][S:20][CH2:21][CH2:22][O:23][C:1](=[O:2])[N:6]([C:7]1[S:8][C:9]([C:12]2[CH:13]=[N:14][CH:15]=[C:16]([F:18])[CH:17]=2)=[N:10][N:11]=1)[CH3:5]. (4) Given the reactants [CH3:1][O:2][C:3]([C:5]1[S:6][C:7]([C:11]#[C:12][C:13]([CH3:16])([CH3:15])[CH3:14])=[CH:8][C:9]=1Br)=[O:4].[NH2:17][C@H:18]1[CH2:22][CH2:21][N:20]([CH2:23][CH3:24])[C:19]1=[O:25].C([O-])([O-])=O.[Cs+].[Cs+], predict the reaction product. The product is: [CH3:14][C:13]([CH3:16])([CH3:15])[C:12]#[C:11][C:7]1[S:6][C:5]([C:3]([O:2][CH3:1])=[O:4])=[C:9]([NH:17][C@H:18]2[CH2:22][CH2:21][N:20]([CH2:23][CH3:24])[C:19]2=[O:25])[CH:8]=1. (5) The product is: [CH3:1][O:2][C:3]1[C:4]([CH2:9][O:10][CH:33]2[CH:32]3[CH2:31][CH:30]4[CH2:29][CH:28]([CH2:27][C:26]2([C:25](=[O:38])[CH3:23])[CH2:35]4)[CH2:34]3)=[N:5][CH:6]=[CH:7][CH:8]=1. Given the reactants [CH3:1][O:2][C:3]1[C:4]([CH2:9][OH:10])=[N:5][CH:6]=[CH:7][CH:8]=1.C12(C([C:23]([CH:25](Br)[C:26]34[CH2:35][CH:30]5[CH2:31][CH:32]([CH2:34][CH:28]([CH2:29]5)[CH2:27]3)[CH2:33]4)=O)Br)CC3CC(CC(C3)C1)C2.C(=O)([O-])[O-:38].[Cs+].[Cs+], predict the reaction product. (6) Given the reactants [N+:1]([C:4]1[CH:5]=[C:6](/[CH:10]=[CH:11]/[C:12](OCC)=[O:13])[CH:7]=[CH:8][CH:9]=1)([O-:3])=[O:2].[H-].C([Al+]CC(C)C)C(C)C.Cl, predict the reaction product. The product is: [N+:1]([C:4]1[CH:5]=[C:6](/[CH:10]=[CH:11]/[CH2:12][OH:13])[CH:7]=[CH:8][CH:9]=1)([O-:3])=[O:2]. (7) Given the reactants [S:1]=[C:2]1[NH:7][C:6]2[NH:8][C:9](=[O:11])[CH2:10][C:5]=2[C:4](=[O:12])[N:3]1[C:13]1[CH:18]=[CH:17][C:16]([O:19][CH2:20][C:21]([F:24])([F:23])[F:22])=[CH:15][CH:14]=1.C(=O)([O-])O.[Na+].I[CH2:31][CH2:32][CH3:33].C(#N)C, predict the reaction product. The product is: [CH2:31]([S:1][C:2]1[N:3]([C:13]2[CH:14]=[CH:15][C:16]([O:19][CH2:20][C:21]([F:24])([F:23])[F:22])=[CH:17][CH:18]=2)[C:4](=[O:12])[C:5]2[CH2:10][C:9](=[O:11])[NH:8][C:6]=2[N:7]=1)[CH2:32][CH3:33].